This data is from Reaction yield outcomes from USPTO patents with 853,638 reactions. The task is: Predict the reaction yield, written as a fraction of the theoretical maximum amount of product (1.0 means a 100% yield; for example, 0.34 means a 34% yield). The reactants are Cl[C:2]1[CH:7]=[CH:6][CH:5]=[CH:4][N:3]=1.[C:8]1([SH:14])[CH:13]=[CH:12][CH:11]=[CH:10][CH:9]=1.C([O-])([O-])=[O:16].[K+].[K+].C(O)(=O)C.[O-]Cl.[Na+].[OH-:28].[Na+]. The catalyst is O.CS(C)=O.CN(C=O)C. The product is [C:8]1([S:14]([C:2]2[CH:7]=[CH:6][CH:5]=[CH:4][N:3]=2)(=[O:16])=[O:28])[CH:13]=[CH:12][CH:11]=[CH:10][CH:9]=1. The yield is 0.860.